This data is from Peptide-MHC class I binding affinity with 185,985 pairs from IEDB/IMGT. The task is: Regression. Given a peptide amino acid sequence and an MHC pseudo amino acid sequence, predict their binding affinity value. This is MHC class I binding data. The peptide sequence is EHGIVIRAF. The MHC is HLA-A11:01 with pseudo-sequence HLA-A11:01. The binding affinity (normalized) is 0.0847.